This data is from Catalyst prediction with 721,799 reactions and 888 catalyst types from USPTO. The task is: Predict which catalyst facilitates the given reaction. Reactant: [C:1]([O:6][C:7](=O)[C:8]([CH3:10])=C)(=[O:5])[C:2]([CH3:4])=[CH2:3].[CH2:12]([O:14][P:15]([CH2:20][C:21](=[O:30])[CH2:22][CH2:23][CH2:24][CH2:25]CCCO)(=[O:19])[O:16][CH2:17][CH3:18])[CH3:13].C(N(CC)CC)C. Product: [CH2:17]([O:16][P:15]([CH2:20][C:21](=[O:30])[CH2:22][CH2:23][CH2:24][CH2:25][CH2:10][CH2:8][CH2:7][O:6][C:1](=[O:5])[C:2]([CH3:4])=[CH2:3])(=[O:19])[O:14][CH2:12][CH3:13])[CH3:18]. The catalyst class is: 143.